Predict which catalyst facilitates the given reaction. From a dataset of Catalyst prediction with 721,799 reactions and 888 catalyst types from USPTO. (1) Reactant: [F:1][C:2]1[CH:16]=[CH:15][C:5]([NH:6][CH2:7][C:8]2[CH:13]=[CH:12][CH:11]=[C:10]([F:14])[CH:9]=2)=[CH:4][C:3]=1[C:17]1[CH:22]=[CH:21][N:20]=[C:19]2[NH:23][C:24]([CH:26]3[CH2:31][CH2:30][NH:29][CH2:28][CH2:27]3)=[CH:25][C:18]=12.[OH:32][CH:33]([CH2:36]O)[CH:34]=[O:35].C([BH3-])#N.[Na+]. Product: [F:1][C:2]1[CH:16]=[CH:15][C:5]([NH:6][CH2:7][C:8]2[CH:13]=[CH:12][CH:11]=[C:10]([F:14])[CH:9]=2)=[CH:4][C:3]=1[C:17]1[CH:22]=[CH:21][N:20]=[C:19]2[NH:23][C:24]([CH:26]3[CH2:27][CH2:28][N:29]([CH2:36][CH:33]([OH:32])[CH2:34][OH:35])[CH2:30][CH2:31]3)=[CH:25][C:18]=12. The catalyst class is: 5. (2) Reactant: [C:1]([O:5][C:6]([NH:8][C@@H:9]([CH2:14][CH:15]=O)[C:10]([O:12][CH3:13])=[O:11])=[O:7])([CH3:4])([CH3:3])[CH3:2].Cl[C:18]([F:23])([F:22])C([O-])=O.[Na+].C1(P(C2C=CC=CC=2)C2C=CC=CC=2)C=CC=CC=1. Product: [C:1]([O:5][C:6]([NH:8][C@@H:9]([CH2:14][CH:15]=[C:18]([F:23])[F:22])[C:10]([O:12][CH3:13])=[O:11])=[O:7])([CH3:2])([CH3:3])[CH3:4]. The catalyst class is: 9. (3) Reactant: [C:1](Cl)(Cl)=[O:2].[C:5]([C:9]1[CH:10]=[C:11]([NH2:30])[N:12]([C:14]2[CH:19]=[CH:18][CH:17]=[C:16]([O:20][CH2:21][CH2:22][O:23][CH:24]3[CH2:29][CH2:28][CH2:27][CH2:26][O:25]3)[CH:15]=2)[N:13]=1)([CH3:8])([CH3:7])[CH3:6].C([O-])(O)=O.[Na+].[CH3:36][O:37][C:38](=[O:65])[C:39]1[CH:44]=[CH:43][C:42]([CH3:45])=[C:41]([N:46]2[C:51]([CH3:52])=[CH:50][C:49]([O:53][CH2:54][C:55]3[CH:60]=[CH:59][CH:58]=[CH:57][C:56]=3[CH2:61][NH2:62])=[C:48]([Cl:63])[C:47]2=[O:64])[CH:40]=1. Product: [CH3:36][O:37][C:38](=[O:65])[C:39]1[CH:44]=[CH:43][C:42]([CH3:45])=[C:41]([N:46]2[C:51]([CH3:52])=[CH:50][C:49]([O:53][CH2:54][C:55]3[CH:60]=[CH:59][CH:58]=[CH:57][C:56]=3[CH2:61][NH:62][C:1]([NH:30][C:11]3[N:12]([C:14]4[CH:19]=[CH:18][CH:17]=[C:16]([O:20][CH2:21][CH2:22][O:23][CH:24]5[CH2:29][CH2:28][CH2:27][CH2:26][O:25]5)[CH:15]=4)[N:13]=[C:9]([C:5]([CH3:8])([CH3:6])[CH3:7])[CH:10]=3)=[O:2])=[C:48]([Cl:63])[C:47]2=[O:64])[CH:40]=1. The catalyst class is: 266. (4) Reactant: [CH:1]1([O:6][C:7]2[CH:8]=[C:9]([CH:13]=[C:14]([O:16][CH2:17][C:18]3[CH:23]=[CH:22][CH:21]=[CH:20][CH:19]=3)[CH:15]=2)[C:10]([OH:12])=O)[CH2:5][CH2:4][CH2:3][CH2:2]1.[CH3:24][N:25]1[CH:29]=[CH:28][C:27]([NH2:30])=[N:26]1.CN(C(ON1N=NC2C=CC=NC1=2)=[N+](C)C)C.F[P-](F)(F)(F)(F)F.CCN(C(C)C)C(C)C. Product: [CH:1]1([O:6][C:7]2[CH:8]=[C:9]([CH:13]=[C:14]([O:16][CH2:17][C:18]3[CH:19]=[CH:20][CH:21]=[CH:22][CH:23]=3)[CH:15]=2)[C:10]([NH:30][C:27]2[CH:28]=[CH:29][N:25]([CH3:24])[N:26]=2)=[O:12])[CH2:2][CH2:3][CH2:4][CH2:5]1. The catalyst class is: 3. (5) Reactant: Cl.[F:2][C:3]1[CH:4]=[C:5]2[C:9](=[CH:10][CH:11]=1)[CH2:8][NH:7][CH2:6]2.Cl.[N:13]1([CH2:19][CH2:20][CH2:21][O:22][C:23]2[CH:31]=[CH:30][C:26]([C:27]([Cl:29])=[O:28])=[CH:25][CH:24]=2)[CH2:18][CH2:17][CH2:16][CH2:15][CH2:14]1. Product: [ClH:29].[N:13]1([CH2:19][CH2:20][CH2:21][O:22][C:23]2[CH:24]=[CH:25][C:26]([C:27]([N:7]3[CH2:6][C:5]4[C:9](=[CH:10][CH:11]=[C:3]([F:2])[CH:4]=4)[CH2:8]3)=[O:28])=[CH:30][CH:31]=2)[CH2:18][CH2:17][CH2:16][CH2:15][CH2:14]1. The catalyst class is: 2.